Dataset: Catalyst prediction with 721,799 reactions and 888 catalyst types from USPTO. Task: Predict which catalyst facilitates the given reaction. (1) Reactant: [CH:1]1([O:6][C:7](=[O:48])[C@@H:8]([NH:40]C(OC(C)(C)C)=O)[CH2:9][CH2:10][O:11][C:12]2[CH:21]=[C:20]3[C:15]([C:16]([O:22][C:23]4[CH:28]=[CH:27][C:26]([NH:29][C:30](=[O:37])[C:31]5[CH:36]=[CH:35][CH:34]=[CH:33][CH:32]=5)=[CH:25][CH:24]=4)=[N:17][CH:18]=[N:19]3)=[CH:14][C:13]=2[O:38][CH3:39])[CH2:5][CH2:4][CH2:3][CH2:2]1.C(O)(C(F)(F)F)=O. Product: [CH:1]1([O:6][C:7](=[O:48])[C@@H:8]([NH2:40])[CH2:9][CH2:10][O:11][C:12]2[CH:21]=[C:20]3[C:15]([C:16]([O:22][C:23]4[CH:28]=[CH:27][C:26]([NH:29][C:30](=[O:37])[C:31]5[CH:32]=[CH:33][CH:34]=[CH:35][CH:36]=5)=[CH:25][CH:24]=4)=[N:17][CH:18]=[N:19]3)=[CH:14][C:13]=2[O:38][CH3:39])[CH2:5][CH2:4][CH2:3][CH2:2]1. The catalyst class is: 2. (2) Reactant: C([O:3][C:4]([C@@:6]12[CH2:23][C@H:22]1[CH:21]=[CH:20][CH2:19][CH2:18][CH2:17][CH2:16][C@H:15](C(OC(C)(C)C)=O)[C:14](=[O:31])[N:13]1[C@@:9](N)([CH2:10][C@@H:11]([O:32][C:33]3[C:42]4[C:37](=[CH:38][C:39]([O:43][CH3:44])=[CH:40][CH:41]=4)[N:36]=[C:35]([C:45]4[CH:50]=[CH:49][CH:48]=[CH:47][CH:46]=4)[CH:34]=3)[CH2:12]1)[C:8](=[O:52])[NH:7]2)=[O:5])C.[Li+].[OH-:54]. Product: [C:6]([O:54][C:14]([NH:13][C@@H:15]1[C:14](=[O:31])[N:13]2[C@@H:9]([CH2:10][C@@H:11]([O:32][C:33]3[C:42]4[C:37](=[CH:38][C:39]([O:43][CH3:44])=[CH:40][CH:41]=4)[N:36]=[C:35]([C:45]4[CH:46]=[CH:47][CH:48]=[CH:49][CH:50]=4)[CH:34]=3)[CH2:12]2)[C:8](=[O:52])[NH:7][C@@:6]2([C:4]([OH:3])=[O:5])[C@@H:22]([CH2:23]2)[CH:21]=[CH:20][CH2:19][CH2:18][CH2:17][CH2:16]1)=[O:31])([CH3:23])([CH3:22])[CH3:4]. The catalyst class is: 278. (3) Reactant: [F:1][C:2]1[CH:9]=[CH:8][CH:7]=[C:6]([OH:10])[C:3]=1[C:4]#[N:5].COCCOC.[OH-].[Na+].Cl[CH:20]([F:22])[F:21]. Product: [F:21][CH:20]([F:22])[O:10][C:6]1[CH:7]=[CH:8][CH:9]=[C:2]([F:1])[C:3]=1[C:4]#[N:5]. The catalyst class is: 6.